Dataset: Full USPTO retrosynthesis dataset with 1.9M reactions from patents (1976-2016). Task: Predict the reactants needed to synthesize the given product. (1) Given the product [Br:1][C:2]1[CH:7]=[C:6]([O:8][C:9]2[CH:14]=[CH:13][CH:12]=[CH:11][CH:10]=2)[CH:5]=[CH:4][C:3]=1[CH2:15][CH2:16][OH:17], predict the reactants needed to synthesize it. The reactants are: [Br:1][C:2]1[CH:7]=[C:6]([O:8][C:9]2[CH:14]=[CH:13][CH:12]=[CH:11][CH:10]=2)[CH:5]=[CH:4][C:3]=1[CH2:15][CH:16]=[O:17].[BH4-].[Na+]. (2) Given the product [C:53]([O:56][C@@H:57]([CH3:61])[C:58]([N:26]([CH2:27][C@H:28]1[C@@H:32]([F:33])[CH2:31][N:30]([C:34]([O:36][CH2:37][C:38]2[CH:39]=[CH:40][CH:41]=[CH:42][CH:43]=2)=[O:35])[CH2:29]1)[C@@H:21]([C:9]1[N:10]=[C:11]([C:13]2[CH:18]=[C:17]([F:19])[CH:16]=[CH:15][C:14]=2[F:20])[O:12][C:8]=1[CH2:1][C:2]1[CH:7]=[CH:6][CH:5]=[CH:4][CH:3]=1)[C:22]([CH3:25])([CH3:24])[CH3:23])=[O:59])(=[O:55])[CH3:54], predict the reactants needed to synthesize it. The reactants are: [CH2:1]([C:8]1[O:12][C:11]([C:13]2[CH:18]=[C:17]([F:19])[CH:16]=[CH:15][C:14]=2[F:20])=[N:10][C:9]=1[CH:21]([NH:26][CH2:27][C@H:28]1[C@@H:32]([F:33])[CH2:31][N:30]([C:34]([O:36][CH2:37][C:38]2[CH:43]=[CH:42][CH:41]=[CH:40][CH:39]=2)=[O:35])[CH2:29]1)[C:22]([CH3:25])([CH3:24])[CH3:23])[C:2]1[CH:7]=[CH:6][CH:5]=[CH:4][CH:3]=1.C(N(CC)C(C)C)(C)C.[C:53]([O:56][C@@H:57]([CH3:61])[C:58](Cl)=[O:59])(=[O:55])[CH3:54]. (3) Given the product [S:23]1[C:27]2[CH:28]=[C:29]([NH:32][C:2]3[CH:18]=[C:17]([NH:19][CH:20]4[CH2:22][CH2:21]4)[C:5]([C:6]([NH:8][CH:9]4[CH2:14][CH2:13][C:12]([OH:16])([CH3:15])[CH2:11][CH2:10]4)=[O:7])=[CH:4][N:3]=3)[CH:30]=[CH:31][C:26]=2[N:25]=[CH:24]1, predict the reactants needed to synthesize it. The reactants are: Cl[C:2]1[CH:18]=[C:17]([NH:19][CH:20]2[CH2:22][CH2:21]2)[C:5]([C:6]([NH:8][CH:9]2[CH2:14][CH2:13][C:12]([OH:16])([CH3:15])[CH2:11][CH2:10]2)=[O:7])=[CH:4][N:3]=1.[S:23]1[C:27]2[CH:28]=[C:29]([NH2:32])[CH:30]=[CH:31][C:26]=2[N:25]=[CH:24]1.CC1(C)C2C(=C(P(C3C=CC=CC=3)C3C=CC=CC=3)C=CC=2)OC2C(P(C3C=CC=CC=3)C3C=CC=CC=3)=CC=CC1=2.C(=O)([O-])[O-].[Na+].[Na+]. (4) Given the product [C:25]([O:29][C:30]([N:32]1[C@:36]([CH:38]=[C:20]([Br:24])[Br:21])([CH3:37])[CH2:35][O:34][C:33]1([CH3:41])[CH3:40])=[O:31])([CH3:28])([CH3:26])[CH3:27], predict the reactants needed to synthesize it. The reactants are: C1(P(C2C=CC=CC=2)C2C=CC=CC=2)C=CC=CC=1.[C:20]([Br:24])(Br)(Br)[Br:21].[C:25]([O:29][C:30]([N:32]1[C@@:36]([CH:38]=O)([CH3:37])[CH2:35][O:34][C:33]1([CH3:41])[CH3:40])=[O:31])([CH3:28])([CH3:27])[CH3:26]. (5) Given the product [ClH:35].[Cl:35][C:32]1[CH:33]=[CH:34][C:29]([C:26]2[S:25][C:24]([S:21]([N:18]3[CH2:19][CH2:20][N:15]([CH2:14][CH:11]4[CH2:12][CH2:13][NH:8][CH2:9][CH2:10]4)[C:16](=[O:36])[CH2:17]3)(=[O:23])=[O:22])=[CH:28][CH:27]=2)=[CH:30][CH:31]=1, predict the reactants needed to synthesize it. The reactants are: C(OC([N:8]1[CH2:13][CH2:12][CH:11]([CH2:14][N:15]2[CH2:20][CH2:19][N:18]([S:21]([C:24]3[S:25][C:26]([C:29]4[CH:34]=[CH:33][C:32]([Cl:35])=[CH:31][CH:30]=4)=[CH:27][CH:28]=3)(=[O:23])=[O:22])[CH2:17][C:16]2=[O:36])[CH2:10][CH2:9]1)=O)(C)(C)C.Cl. (6) Given the product [O:11]=[C:10]1[C:5]2[C:6](=[CH:12][C:2]([NH:1][C:23]([NH:22][C:15]3[C:16]([Cl:21])=[CH:17][C:18]([Cl:20])=[CH:19][C:14]=3[Cl:13])=[O:24])=[CH:3][CH:4]=2)[C:7](=[O:8])[NH:9]1, predict the reactants needed to synthesize it. The reactants are: [NH2:1][C:2]1[CH:12]=[C:6]2[C:7]([NH:9][C:10](=[O:11])[C:5]2=[CH:4][CH:3]=1)=[O:8].[Cl:13][C:14]1[CH:19]=[C:18]([Cl:20])[CH:17]=[C:16]([Cl:21])[C:15]=1[N:22]=[C:23]=[O:24]. (7) Given the product [CH3:1][O:2][C:3]1[CH:4]=[C:5]2[C:10](=[CH:11][C:12]=1[O:13][CH2:32][CH2:31][CH2:30][N:27]1[CH2:28][CH2:29][O:24][CH2:25][CH2:26]1)[N:9]=[CH:8][CH:7]=[C:6]2[O:14][C:15]1[CH:20]=[CH:19][C:18]([N+:21]([O-:23])=[O:22])=[CH:17][N:16]=1, predict the reactants needed to synthesize it. The reactants are: [CH3:1][O:2][C:3]1[CH:4]=[C:5]2[C:10](=[CH:11][C:12]=1[OH:13])[N:9]=[CH:8][CH:7]=[C:6]2[O:14][C:15]1[CH:20]=[CH:19][C:18]([N+:21]([O-:23])=[O:22])=[CH:17][N:16]=1.[O:24]1[CH2:29][CH2:28][N:27]([CH2:30][CH2:31][CH2:32]O)[CH2:26][CH2:25]1.C1(P(C2C=CC=CC=2)C2C=CC=CC=2)C=CC=CC=1.CCOC(/N=N/C(OCC)=O)=O.